This data is from Catalyst prediction with 721,799 reactions and 888 catalyst types from USPTO. The task is: Predict which catalyst facilitates the given reaction. Reactant: [C:1]([O:5][C:6]([N:8]([CH2:34][C@H:35]([OH:42])[C:36]1[CH:41]=[CH:40][CH:39]=[CH:38][CH:37]=1)[CH2:9][CH2:10][CH2:11][C:12]1[CH:17]=[CH:16][C:15]([C:18]2[CH:23]=[CH:22][C:21]([C:24]([OH:26])=O)=[C:20]([O:27][CH:28]3[CH2:33][CH2:32][CH2:31][CH2:30][CH2:29]3)[CH:19]=2)=[CH:14][CH:13]=1)=[O:7])([CH3:4])([CH3:3])[CH3:2].[CH2:43]([S:46]([NH2:49])(=[O:48])=[O:47])[CH2:44][CH3:45].N12CCCN=C1CCCCC2. Product: [CH:28]1([O:27][C:20]2[CH:19]=[C:18]([C:15]3[CH:16]=[CH:17][C:12]([CH2:11][CH2:10][CH2:9][N:8]([CH2:34][C@H:35]([OH:42])[C:36]4[CH:37]=[CH:38][CH:39]=[CH:40][CH:41]=4)[C:6](=[O:7])[O:5][C:1]([CH3:3])([CH3:2])[CH3:4])=[CH:13][CH:14]=3)[CH:23]=[CH:22][C:21]=2[C:24]([NH:49][S:46]([CH2:43][CH2:44][CH3:45])(=[O:48])=[O:47])=[O:26])[CH2:29][CH2:30][CH2:31][CH2:32][CH2:33]1. The catalyst class is: 42.